From a dataset of Forward reaction prediction with 1.9M reactions from USPTO patents (1976-2016). Predict the product of the given reaction. (1) Given the reactants [O:1]1[CH2:6][CH2:5][N:4]([C:7]2[N:12]=[C:11]([C:13]3[CH:18]=[CH:17][C:16]([N+:19]([O-])=O)=[CH:15][CH:14]=3)[N:10]=[C:9]3[N:22]([CH:25]4[CH2:30][CH2:29][N:28]([C:31]([O:33][CH2:34][CH3:35])=[O:32])[CH2:27][CH2:26]4)[N:23]=[CH:24][C:8]=23)[CH2:3][CH2:2]1.C(Cl)Cl, predict the reaction product. The product is: [NH2:19][C:16]1[CH:15]=[CH:14][C:13]([C:11]2[N:10]=[C:9]3[N:22]([CH:25]4[CH2:26][CH2:27][N:28]([C:31]([O:33][CH2:34][CH3:35])=[O:32])[CH2:29][CH2:30]4)[N:23]=[CH:24][C:8]3=[C:7]([N:4]3[CH2:3][CH2:2][O:1][CH2:6][CH2:5]3)[N:12]=2)=[CH:18][CH:17]=1. (2) Given the reactants [S:1]1[CH:5]=[CH:4][C:3]([C:6]2[N:10]=[C:9]([N:11]3[CH2:16][CH2:15][N:14](C(OC(C)(C)C)=O)[CH2:13][CH2:12]3)[S:8][N:7]=2)=[CH:2]1.Cl.CCCCCC, predict the reaction product. The product is: [S:1]1[CH:5]=[CH:4][C:3]([C:6]2[N:10]=[C:9]([N:11]3[CH2:12][CH2:13][NH:14][CH2:15][CH2:16]3)[S:8][N:7]=2)=[CH:2]1. (3) Given the reactants O=[C:2]1[CH2:7][CH2:6][N:5]([C:8]([O:10][C:11]([CH3:14])([CH3:13])[CH3:12])=[O:9])[CH2:4][CH2:3]1.[CH2:15]([NH2:22])[C:16]1[CH:21]=[CH:20][CH:19]=[CH:18][CH:17]=1.CC(O)=O.[BH3-]C#N.[Na+], predict the reaction product. The product is: [CH2:15]([NH:22][CH:2]1[CH2:7][CH2:6][N:5]([C:8]([O:10][C:11]([CH3:14])([CH3:13])[CH3:12])=[O:9])[CH2:4][CH2:3]1)[C:16]1[CH:21]=[CH:20][CH:19]=[CH:18][CH:17]=1. (4) Given the reactants Cl[C:2]1[CH:7]=[CH:6][C:5]([C:8]2[S:9][C:10]3[N:11]=[CH:12][N:13]=[CH:14][C:15]=3[N:16]=2)=[CH:4][C:3]=1[C:17]#[N:18].[OH2:19], predict the reaction product. The product is: [C:17]([C:3]1[CH:4]=[C:5]([C:8]2[S:9][C:10]3[N:11]=[CH:12][N:13]=[CH:14][C:15]=3[N:16]=2)[CH:6]=[CH:7][C:2]=1[N:16]1[CH2:15][CH2:10][O:19][CH2:5][CH2:8]1)#[N:18]. (5) Given the reactants [C:1]([C:3]1[CH:8]=[CH:7][C:6]([CH2:9][CH2:10][C:11]([O:13][CH3:14])=[O:12])=[C:5]([F:15])[CH:4]=1)#[CH:2].Br/[C:17](=[CH:19]/[CH3:20])/[CH3:18], predict the reaction product. The product is: [F:15][C:5]1[CH:4]=[C:3]([C:1]#[C:2]/[C:17](/[CH3:18])=[CH:19]/[CH3:20])[CH:8]=[CH:7][C:6]=1[CH2:9][CH2:10][C:11]([O:13][CH3:14])=[O:12]. (6) Given the reactants [Cl:1][C:2]1[CH:3]=[C:4]([C:12]2[O:16][N:15]=[C:14]([C:17]3[CH:18]=[CH:19][CH:20]=[C:21]4[C:25]=3[N:24]([CH3:26])[CH:23]=[C:22]4[CH2:27][CH:28]=O)[N:13]=2)[CH:5]=[CH:6][C:7]=1[O:8][CH:9]([CH3:11])[CH3:10].[NH2:30][CH2:31][C:32]([O:34][CH2:35][CH3:36])=[O:33].C(O)(=O)C.C(O[BH-](OC(=O)C)OC(=O)C)(=O)C.[Na+], predict the reaction product. The product is: [Cl:1][C:2]1[CH:3]=[C:4]([C:12]2[O:16][N:15]=[C:14]([C:17]3[CH:18]=[CH:19][CH:20]=[C:21]4[C:25]=3[N:24]([CH3:26])[CH:23]=[C:22]4[CH2:27][CH2:28][NH:30][CH2:31][C:32]([O:34][CH2:35][CH3:36])=[O:33])[N:13]=2)[CH:5]=[CH:6][C:7]=1[O:8][CH:9]([CH3:10])[CH3:11]. (7) Given the reactants FC(F)(F)C(O)=O.[NH2:8][C@@H:9]1[C@H:13]([CH2:14]OS(C)(=O)=O)[CH2:12][N:11]([C:20]([O:22][CH2:23][C:24]2[CH:29]=[CH:28][CH:27]=[CH:26][CH:25]=2)=[O:21])[CH2:10]1.[OH-].[Na+], predict the reaction product. The product is: [C@H:13]12[CH2:14][NH:8][C@H:9]1[CH2:10][N:11]([C:20]([O:22][CH2:23][C:24]1[CH:29]=[CH:28][CH:27]=[CH:26][CH:25]=1)=[O:21])[CH2:12]2. (8) Given the reactants [CH:1]1([N:7]2[CH2:11][C@@H:10]([C:12]3[CH:17]=[CH:16]C=C[CH:13]=3)[N:9]([CH:18]3[CH2:23][CH2:22][NH:21][CH2:20][CH2:19]3)[C:8]2=[O:24])[CH2:6][CH2:5][CH2:4]C[CH2:2]1.C(OC(=O)N[C@H](C1C=C[S:37]C=1)CN)(C)(C)C.C(OC(=O)N[C@H](C1C=CC=CC=1)CN)(C)(C)C.C1(=O)CCCC1.C1(=O)CCCCC1, predict the reaction product. The product is: [CH:1]1([N:7]2[CH2:11][C@@H:10]([C:12]3[CH:17]=[CH:16][S:37][CH:13]=3)[N:9]([CH:18]3[CH2:19][CH2:20][NH:21][CH2:22][CH2:23]3)[C:8]2=[O:24])[CH2:6][CH2:5][CH2:4][CH2:2]1. (9) Given the reactants [NH2:1][C:2]1[CH:7]=[CH:6][C:5]([C@@H:8]2[O:13][CH2:12][CH2:11][N:10]([C@@H](C3C=CC=CC=3)C)[CH2:9]2)=[CH:4][CH:3]=1.C([O-])=O.[NH4+].O1CCCC1.CO, predict the reaction product. The product is: [NH:10]1[CH2:11][CH2:12][O:13][C@@H:8]([C:5]2[CH:6]=[CH:7][C:2]([NH2:1])=[CH:3][CH:4]=2)[CH2:9]1.